This data is from Reaction yield outcomes from USPTO patents with 853,638 reactions. The task is: Predict the reaction yield, written as a fraction of the theoretical maximum amount of product (1.0 means a 100% yield; for example, 0.34 means a 34% yield). The reactants are CCN(C(C)C)C(C)C.Cl.[NH2:11][C@@H:12]([CH:20]([CH3:22])[CH3:21])[C:13]([O:15][C:16]([CH3:19])([CH3:18])[CH3:17])=[O:14].Cl[C:24]([O:26][CH3:27])=[O:25]. The catalyst is C1COCC1. The product is [CH3:27][O:26][C:24]([NH:11][C@@H:12]([CH:20]([CH3:22])[CH3:21])[C:13]([O:15][C:16]([CH3:17])([CH3:19])[CH3:18])=[O:14])=[O:25]. The yield is 0.990.